From a dataset of Retrosynthesis with 50K atom-mapped reactions and 10 reaction types from USPTO. Predict the reactants needed to synthesize the given product. Given the product O=C(O)CCCN1CCOCC1, predict the reactants needed to synthesize it. The reactants are: COC(=O)CCCN1CCOCC1.